From a dataset of Catalyst prediction with 721,799 reactions and 888 catalyst types from USPTO. Predict which catalyst facilitates the given reaction. The catalyst class is: 106. Reactant: [NH2:1][C:2]1(C#N)[CH2:7][C:6]([Cl:8])=[C:5]([F:9])[C:4](=[O:10])[N:3]1[CH3:11].S(=O)(=O)(O)O. Product: [Cl:8][C:6]1[C:7]2[C:4](=[O:10])[NH:3][CH:2]=[N:1][C:2]=2[N:3]([CH3:11])[C:4](=[O:10])[C:5]=1[F:9].